Binary Classification. Given a drug SMILES string, predict its activity (active/inactive) in a high-throughput screening assay against a specified biological target. From a dataset of HIV replication inhibition screening data with 41,000+ compounds from the AIDS Antiviral Screen. (1) The result is 0 (inactive). The compound is Cc1cccc(N=NC2Sc3nc4ccccc4n3C2=O)c1. (2) The drug is O=C1c2ccccc2C(=O)C1(c1ccccn1)[N+](=O)[O-]. The result is 0 (inactive). (3) The compound is CN1c2ccccc2N(C(=O)c2ccccc2)C(CC(=O)O)c2cccn21. The result is 0 (inactive). (4) The drug is O=C1CCN2C(=O)CCN12. The result is 0 (inactive). (5) The molecule is COC(=O)c1ccc(C=CC2=CC(=O)C=CC2=O)cc1. The result is 0 (inactive).